Dataset: Peptide-MHC class I binding affinity with 185,985 pairs from IEDB/IMGT. Task: Regression. Given a peptide amino acid sequence and an MHC pseudo amino acid sequence, predict their binding affinity value. This is MHC class I binding data. (1) The peptide sequence is LLYKQLNFT. The MHC is HLA-A01:01 with pseudo-sequence HLA-A01:01. The binding affinity (normalized) is 0.0847. (2) The peptide sequence is FELLNAPAT. The MHC is HLA-B45:01 with pseudo-sequence HLA-B45:01. The binding affinity (normalized) is 0.448. (3) The peptide sequence is RTLNAWVKV. The MHC is HLA-A68:02 with pseudo-sequence HLA-A68:02. The binding affinity (normalized) is 0.0423. (4) The peptide sequence is FRGRVLDMF. The MHC is Mamu-B17 with pseudo-sequence Mamu-B17. The binding affinity (normalized) is 0.140. (5) The peptide sequence is ALAGNHWHV. The MHC is HLA-B35:01 with pseudo-sequence HLA-B35:01. The binding affinity (normalized) is 0.0847. (6) The peptide sequence is VVRVRRELL. The MHC is HLA-A25:01 with pseudo-sequence HLA-A25:01. The binding affinity (normalized) is 0.0847.